This data is from Catalyst prediction with 721,799 reactions and 888 catalyst types from USPTO. The task is: Predict which catalyst facilitates the given reaction. (1) Reactant: [OH-].[K+].[NH:3]1[C:11]2[C:6](=[CH:7][C:8]([CH:12]3[CH2:17][CH2:16][N:15]([C:18]([O:20][C:21]([CH3:24])([CH3:23])[CH3:22])=[O:19])[CH2:14][CH2:13]3)=[CH:9][CH:10]=2)[CH:5]=[N:4]1.[I:25]I.[O-]S([O-])(=S)=O.[Na+].[Na+]. Product: [I:25][C:5]1[C:6]2[C:11](=[CH:10][CH:9]=[C:8]([CH:12]3[CH2:17][CH2:16][N:15]([C:18]([O:20][C:21]([CH3:24])([CH3:23])[CH3:22])=[O:19])[CH2:14][CH2:13]3)[CH:7]=2)[NH:3][N:4]=1. The catalyst class is: 3. (2) Reactant: Br[C:2]1[CH:3]=[N:4][C:5]2[C:10]([CH:11]=1)=[CH:9][C:8]([OH:12])=[C:7](F)[CH:6]=2.[I-:14].[Na+].CN(C)CCN(C)C.N.Cl. Product: [I:14][C:2]1[CH:3]=[N:4][C:5]2[C:10]([CH:11]=1)=[CH:9][C:8]([OH:12])=[CH:7][CH:6]=2. The catalyst class is: 830. (3) Reactant: CO.[NH2:3][CH:4]1[CH2:9][CH2:8][N:7]([CH2:10][CH2:11][N:12]2[C:21]3[C:16](=[CH:17][CH:18]=[C:19]([O:22][CH3:23])[CH:20]=3)[C:15]([C:24]([NH:26][CH3:27])=[O:25])=[CH:14][C:13]2=[O:28])[CH2:6][CH2:5]1.[F:29][C:30]1[CH:31]=[C:32]([CH:35]=[CH:36][C:37]=1[CH3:38])[CH:33]=O.C([BH3-])#N.[Na+]. Product: [F:29][C:30]1[CH:31]=[C:32]([CH:35]=[CH:36][C:37]=1[CH3:38])[CH2:33][NH:3][CH:4]1[CH2:9][CH2:8][N:7]([CH2:10][CH2:11][N:12]2[C:21]3[C:16](=[CH:17][CH:18]=[C:19]([O:22][CH3:23])[CH:20]=3)[C:15]([C:24]([NH:26][CH3:27])=[O:25])=[CH:14][C:13]2=[O:28])[CH2:6][CH2:5]1. The catalyst class is: 15. (4) Reactant: Br[CH2:2][C:3]1[O:4][C:5]2[CH:11]=[CH:10][CH:9]=[CH:8][C:6]=2[N:7]=1.[Na+].[C:13]1([S:19]([O-:21])=[O:20])[CH:18]=[CH:17][CH:16]=[CH:15][CH:14]=1.C1OCCOCCOCCOCCOCCOC1. Product: [C:13]1([S:19]([CH2:2][C:3]2[O:4][C:5]3[CH:11]=[CH:10][CH:9]=[CH:8][C:6]=3[N:7]=2)(=[O:21])=[O:20])[CH:18]=[CH:17][CH:16]=[CH:15][CH:14]=1. The catalyst class is: 23. (5) Reactant: [CH2:1]([O:3][C:4]1[C:17]2[C:16]3[NH:15][CH2:14][CH2:13][CH2:12][C:11]=3[C:10](=[O:18])[N:9]([CH2:19][O:20][CH3:21])[C:8]=2[CH:7]=[C:6]([CH2:22]O)[CH:5]=1)[CH3:2].S(Cl)([Cl:26])=O. Product: [Cl:26][CH2:22][C:6]1[CH:5]=[C:4]([O:3][CH2:1][CH3:2])[C:17]2[C:16]3[NH:15][CH2:14][CH2:13][CH2:12][C:11]=3[C:10](=[O:18])[N:9]([CH2:19][O:20][CH3:21])[C:8]=2[CH:7]=1. The catalyst class is: 4. (6) Reactant: [CH3:1][S:2](Cl)(=[O:4])=[O:3].[S:6]1[CH:10]=[CH:9][CH:8]=[C:7]1[CH2:11][OH:12].C(N(CC)CC)C.O. Product: [S:6]1[CH:10]=[CH:9][CH:8]=[C:7]1[CH2:11][O:12][S:2]([CH3:1])(=[O:4])=[O:3]. The catalyst class is: 4. (7) Reactant: Cl[C:2]1[N:7]2[N:8]=[C:9]([S:11][CH3:12])[N:10]=[C:6]2[N:5]=[C:4]([CH3:13])[CH:3]=1.[NH2:14][C:15]1[CH:20]=[CH:19][C:18]([S:21]([F:26])([F:25])([F:24])([F:23])[F:22])=[CH:17][CH:16]=1.N. Product: [CH3:13][C:4]1[CH:3]=[C:2]([NH:14][C:15]2[CH:20]=[CH:19][C:18]([S:21]([F:26])([F:22])([F:23])([F:24])[F:25])=[CH:17][CH:16]=2)[N:7]2[N:8]=[C:9]([S:11][CH3:12])[N:10]=[C:6]2[N:5]=1. The catalyst class is: 8.